Dataset: Catalyst prediction with 721,799 reactions and 888 catalyst types from USPTO. Task: Predict which catalyst facilitates the given reaction. (1) Reactant: [N+:1]([C:4]1[CH:12]=[CH:11][C:7]2[N:8]=[CH:9][NH:10][C:6]=2[CH:5]=1)([O-:3])=[O:2].[CH2:13]([Mg]Br)[CH2:14][CH3:15].ClC1C(=O)C(Cl)=C(Cl)C(=O)C=1Cl. Product: [CH2:13]([C:5]1[C:6]2[NH:10][CH:9]=[N:8][C:7]=2[CH:11]=[CH:12][C:4]=1[N+:1]([O-:3])=[O:2])[CH2:14][CH3:15]. The catalyst class is: 1. (2) Reactant: [NH2:1][C:2]1[C:3]2[C:10](Br)=[CH:9][N:8]([CH:12]3[CH2:17][CH2:16][N:15]([C:18]([O:20][C:21]([CH3:24])([CH3:23])[CH3:22])=[O:19])[CH2:14][CH2:13]3)[C:4]=2[N:5]=[CH:6][N:7]=1.[CH3:25][C:26]1[CH:27]=[C:28]([CH2:32][C:33]([N:35]2[C:43]3[C:38](=[CH:39][C:40](B4OC(C)(C)C(C)(C)O4)=[CH:41][CH:42]=3)[CH2:37][CH2:36]2)=[O:34])[CH:29]=[CH:30][CH:31]=1.C([O-])(O)=O.[Na+]. Product: [NH2:1][C:2]1[C:3]2[C:10]([C:40]3[CH:39]=[C:38]4[C:43](=[CH:42][CH:41]=3)[N:35]([C:33](=[O:34])[CH2:32][C:28]3[CH:29]=[CH:30][CH:31]=[C:26]([CH3:25])[CH:27]=3)[CH2:36][CH2:37]4)=[CH:9][N:8]([CH:12]3[CH2:17][CH2:16][N:15]([C:18]([O:20][C:21]([CH3:24])([CH3:23])[CH3:22])=[O:19])[CH2:14][CH2:13]3)[C:4]=2[N:5]=[CH:6][N:7]=1. The catalyst class is: 70. (3) Reactant: [N:1]([CH2:4][CH:5]1[CH2:10][N:9]([CH2:11][C:12]2[CH:17]=[CH:16][CH:15]=[CH:14][CH:13]=2)[CH2:8][CH2:7][N:6]1[CH2:18][C:19]1[CH:24]=[CH:23][CH:22]=[CH:21][CH:20]=1)=[N+]=[N-].C1(P(C2C=CC=CC=2)C2C=CC=CC=2)C=CC=CC=1. Product: [CH2:18]([N:6]1[CH2:7][CH2:8][N:9]([CH2:11][C:12]2[CH:17]=[CH:16][CH:15]=[CH:14][CH:13]=2)[CH2:10][CH:5]1[CH2:4][NH2:1])[C:19]1[CH:20]=[CH:21][CH:22]=[CH:23][CH:24]=1. The catalyst class is: 20. (4) Reactant: [H-].[Na+].Cl.[CH2:4]([N:11]1[CH2:16][CH2:15][CH:14]([C:17]([O:19][CH2:20][CH3:21])=[O:18])[C:13](=[O:22])[CH2:12]1)[C:5]1[CH:10]=[CH:9][CH:8]=[CH:7][CH:6]=1.[F:23][C:24]([F:37])([F:36])[S:25](O[S:25]([C:24]([F:37])([F:36])[F:23])(=[O:27])=[O:26])(=[O:27])=[O:26].[Cl-].[NH4+]. Product: [CH2:4]([N:11]1[CH2:12][C:13]([O:22][S:25]([C:24]([F:37])([F:36])[F:23])(=[O:27])=[O:26])=[C:14]([C:17]([O:19][CH2:20][CH3:21])=[O:18])[CH2:15][CH2:16]1)[C:5]1[CH:6]=[CH:7][CH:8]=[CH:9][CH:10]=1. The catalyst class is: 27. (5) Reactant: [NH2:1][C@H:2]1[CH2:7][CH2:6][C@H:5]([NH:8][C:9](=[O:15])[O:10][C:11]([CH3:14])([CH3:13])[CH3:12])[CH2:4][CH2:3]1.[C:16](O)(=O)[CH3:17].C(O[C:23]1(O[Si](C)(C)C)[CH2:25][CH2:24]1)C.[C:31]([BH3-])#N.[Na+]. Product: [CH:23]1([N:1]([CH:17]2[CH2:16][CH2:31]2)[C@H:2]2[CH2:7][CH2:6][C@H:5]([NH:8][C:9](=[O:15])[O:10][C:11]([CH3:12])([CH3:14])[CH3:13])[CH2:4][CH2:3]2)[CH2:25][CH2:24]1. The catalyst class is: 5. (6) Reactant: [NH2:1][CH2:2][C:3]1[S:4][C:5]([C:19]([CH3:22])([CH3:21])[CH3:20])=[CH:6][C:7]=1[NH:8][C:9]([NH:11][C:12]1[CH:17]=[CH:16][C:15]([CH3:18])=[CH:14][CH:13]=1)=[O:10].[C:23]([NH:30][CH2:31][C:32](O)=[O:33])([O:25][C:26]([CH3:29])([CH3:28])[CH3:27])=[O:24].C1(N=C=NC2CCCCC2)CCCCC1.O.ON1C2C=CC=CC=2N=N1. Product: [C:23]([NH:30][CH2:31][C:32]([NH:1][CH2:2][C:3]1[S:4][C:5]([C:19]([CH3:22])([CH3:21])[CH3:20])=[CH:6][C:7]=1[NH:8][C:9]([NH:11][C:12]1[CH:17]=[CH:16][C:15]([CH3:18])=[CH:14][CH:13]=1)=[O:10])=[O:33])([O:25][C:26]([CH3:27])([CH3:28])[CH3:29])=[O:24]. The catalyst class is: 49. (7) Reactant: Cl[C:2]1[N:7]2[N:8]=[C:9]([NH:11][C:12](=[O:19])[C:13]3[CH:18]=[CH:17][CH:16]=[CH:15][CH:14]=3)[N:10]=[C:6]2[CH:5]=[CH:4][CH:3]=1.Cl.[O:21]1[CH2:26][CH2:25][CH2:24][CH:23]([NH2:27])[CH2:22]1. Product: [O:21]1[CH2:26][CH2:25][CH2:24][CH:23]([NH:27][C:2]2[N:7]3[N:8]=[C:9]([NH:11][C:12](=[O:19])[C:13]4[CH:18]=[CH:17][CH:16]=[CH:15][CH:14]=4)[N:10]=[C:6]3[CH:5]=[CH:4][CH:3]=2)[CH2:22]1. The catalyst class is: 44. (8) Product: [Cl:18][C:14]1[CH:15]=[CH:16][CH:17]=[C:12]([CH2:11][O:7][C@H:5]([CH3:6])[C:4]([F:9])([F:8])[F:3])[CH:13]=1. The catalyst class is: 9. Reactant: [H-].[Na+].[F:3][C:4]([F:9])([F:8])[C@H:5]([OH:7])[CH3:6].Br[CH2:11][C:12]1[CH:17]=[CH:16][CH:15]=[C:14]([Cl:18])[CH:13]=1.O. (9) Reactant: [O:1]([C:8]1[CH:16]=[CH:15][C:14]([NH:17][C:18]2[C:19]3[NH:26][CH:25]=[CH:24][C:20]=3[N:21]=[CH:22][N:23]=2)=[CH:13][C:9]=1[C:10](O)=[O:11])[C:2]1[CH:7]=[CH:6][CH:5]=[CH:4][CH:3]=1.C(N1C=CN=C1)(N1C=CN=C1)=O.[BH4-].[Na+].CO. Product: [O:1]([C:8]1[CH:16]=[CH:15][C:14]([NH:17][C:18]2[C:19]3[NH:26][CH:25]=[CH:24][C:20]=3[N:21]=[CH:22][N:23]=2)=[CH:13][C:9]=1[CH2:10][OH:11])[C:2]1[CH:7]=[CH:6][CH:5]=[CH:4][CH:3]=1. The catalyst class is: 35. (10) Reactant: [Cl:1][CH2:2][CH:3]1[C:11]2[C:10]3[CH:12]=[CH:13][C:14]([S:16](Cl)(=[O:18])=[O:17])=[CH:15][C:9]=3[C:8]([N+:20]([O-:22])=[O:21])=[CH:7][C:6]=2[N:5](C(=O)C(F)(F)F)[CH2:4]1.[NH3:29]. Product: [Cl:1][CH2:2][CH:3]1[C:11]2[C:10]3[CH:12]=[CH:13][C:14]([S:16]([NH2:29])(=[O:18])=[O:17])=[CH:15][C:9]=3[C:8]([N+:20]([O-:22])=[O:21])=[CH:7][C:6]=2[NH:5][CH2:4]1. The catalyst class is: 20.